Dataset: NCI-60 drug combinations with 297,098 pairs across 59 cell lines. Task: Regression. Given two drug SMILES strings and cell line genomic features, predict the synergy score measuring deviation from expected non-interaction effect. (1) Drug 1: CN(C)N=NC1=C(NC=N1)C(=O)N. Drug 2: C1=NC2=C(N1)C(=S)N=CN2. Cell line: K-562. Synergy scores: CSS=31.8, Synergy_ZIP=-8.51, Synergy_Bliss=-8.41, Synergy_Loewe=-43.7, Synergy_HSA=-7.17. (2) Drug 1: CC1=C(C=C(C=C1)NC(=O)C2=CC=C(C=C2)CN3CCN(CC3)C)NC4=NC=CC(=N4)C5=CN=CC=C5. Drug 2: CCC1=C2CN3C(=CC4=C(C3=O)COC(=O)C4(CC)O)C2=NC5=C1C=C(C=C5)O. Cell line: A498. Synergy scores: CSS=15.1, Synergy_ZIP=-3.19, Synergy_Bliss=3.32, Synergy_Loewe=-86.4, Synergy_HSA=-1.95. (3) Drug 1: CC1=CC=C(C=C1)C2=CC(=NN2C3=CC=C(C=C3)S(=O)(=O)N)C(F)(F)F. Drug 2: C1=NC2=C(N=C(N=C2N1C3C(C(C(O3)CO)O)O)F)N. Cell line: HOP-62. Synergy scores: CSS=24.8, Synergy_ZIP=0.0386, Synergy_Bliss=-1.11, Synergy_Loewe=-16.6, Synergy_HSA=-3.98. (4) Drug 1: CCC(=C(C1=CC=CC=C1)C2=CC=C(C=C2)OCCN(C)C)C3=CC=CC=C3.C(C(=O)O)C(CC(=O)O)(C(=O)O)O. Drug 2: CC1C(C(CC(O1)OC2CC(OC(C2O)C)OC3=CC4=CC5=C(C(=O)C(C(C5)C(C(=O)C(C(C)O)O)OC)OC6CC(C(C(O6)C)O)OC7CC(C(C(O7)C)O)OC8CC(C(C(O8)C)O)(C)O)C(=C4C(=C3C)O)O)O)O. Cell line: MALME-3M. Synergy scores: CSS=51.9, Synergy_ZIP=4.43, Synergy_Bliss=3.51, Synergy_Loewe=3.55, Synergy_HSA=4.40. (5) Drug 1: CC(C)CN1C=NC2=C1C3=CC=CC=C3N=C2N. Drug 2: C(CCl)NC(=O)N(CCCl)N=O. Cell line: SNB-75. Synergy scores: CSS=5.06, Synergy_ZIP=-0.982, Synergy_Bliss=1.66, Synergy_Loewe=-0.0401, Synergy_HSA=0.282. (6) Drug 1: CC1OCC2C(O1)C(C(C(O2)OC3C4COC(=O)C4C(C5=CC6=C(C=C35)OCO6)C7=CC(=C(C(=C7)OC)O)OC)O)O. Drug 2: CC1C(C(CC(O1)OC2CC(CC3=C2C(=C4C(=C3O)C(=O)C5=C(C4=O)C(=CC=C5)OC)O)(C(=O)C)O)N)O.Cl. Cell line: MOLT-4. Synergy scores: CSS=85.2, Synergy_ZIP=2.64, Synergy_Bliss=2.64, Synergy_Loewe=0.199, Synergy_HSA=5.02.